Dataset: Forward reaction prediction with 1.9M reactions from USPTO patents (1976-2016). Task: Predict the product of the given reaction. (1) Given the reactants [Cl:1][C:2]1[C:11]([O:12][CH:13]2[CH2:22][CH2:21][C:16]3(OCC[O:17]3)[CH2:15][CH2:14]2)=[CH:10][CH:9]=[C:8]2[C:3]=1[CH:4]=[CH:5][N:6]=[CH:7]2.C(O)(C(F)(F)F)=O, predict the reaction product. The product is: [Cl:1][C:2]1[C:11]([O:12][CH:13]2[CH2:14][CH2:15][C:16](=[O:17])[CH2:21][CH2:22]2)=[CH:10][CH:9]=[C:8]2[C:3]=1[CH:4]=[CH:5][N:6]=[CH:7]2. (2) Given the reactants Br[C:2]1[S:6][C:5]([C:7](Cl)=[O:8])=[CH:4][CH:3]=1.[CH3:10][O:11][C:12]1[C:13]([NH2:18])=[CH:14][CH:15]=[CH:16][CH:17]=1.[N:19]1[CH:24]=[CH:23][C:22](B(O)O)=[CH:21][CH:20]=1, predict the reaction product. The product is: [CH3:10][O:11][C:12]1[CH:17]=[CH:16][CH:15]=[CH:14][C:13]=1[NH:18][C:7]([C:5]1[S:6][C:2]([C:22]2[CH:23]=[CH:24][N:19]=[CH:20][CH:21]=2)=[CH:3][CH:4]=1)=[O:8]. (3) Given the reactants CN(C=O)C.[Cl:6]N1C(=O)CCC1=O.[OH:14][N:15]=[CH:16][C:17]1[CH:18]=[C:19]([CH:22]=[CH:23][CH:24]=1)[C:20]#[N:21], predict the reaction product. The product is: [C:20]([C:19]1[CH:18]=[C:17]([C:16]([Cl:6])=[N:15][OH:14])[CH:24]=[CH:23][CH:22]=1)#[N:21]. (4) The product is: [Cl:30][CH2:31][C:32]([NH:28][C:24]1[CH:23]=[CH:22][CH:21]=[C:20]2[C:25]=1[C:26](=[O:27])[N:18]([CH:12]([C:6]1[CH:7]=[CH:8][C:9]([O:10][CH3:11])=[C:4]([O:3][CH2:1][CH3:2])[CH:5]=1)[CH2:13][S:14]([CH3:17])(=[O:16])=[O:15])[C:19]2=[O:29])=[O:33]. Given the reactants [CH2:1]([O:3][C:4]1[CH:5]=[C:6]([CH:12]([N:18]2[C:26](=[O:27])[C:25]3[C:20](=[CH:21][CH:22]=[CH:23][C:24]=3[NH2:28])[C:19]2=[O:29])[CH2:13][S:14]([CH3:17])(=[O:16])=[O:15])[CH:7]=[CH:8][C:9]=1[O:10][CH3:11])[CH3:2].[Cl:30][CH2:31][C:32](Cl)=[O:33], predict the reaction product.